This data is from Full USPTO retrosynthesis dataset with 1.9M reactions from patents (1976-2016). The task is: Predict the reactants needed to synthesize the given product. (1) The reactants are: S(Cl)([Cl:3])=O.CN(C)C=O.[Br:10][C:11]1[CH:20]=[C:19]2[C:14]([N:15]=[CH:16][C:17](=O)[NH:18]2)=[CH:13][CH:12]=1. Given the product [Br:10][C:11]1[CH:20]=[C:19]2[C:14]([N:15]=[CH:16][C:17]([Cl:3])=[N:18]2)=[CH:13][CH:12]=1, predict the reactants needed to synthesize it. (2) Given the product [Cl:53][CH2:52][CH2:51][CH2:50][CH2:49][CH2:48][N:33]1[C:32]([O:31][CH3:30])=[N:40][C:39]2[C:34]1=[N:35][C:36]([O:42][C@@H:43]([CH3:46])[CH2:44][CH3:45])=[N:37][C:38]=2[NH2:41], predict the reactants needed to synthesize it. The reactants are: C(OC1N=C2C(N=C(OC)N2CCCCCl)=C(N)N=1)CCC.FC(F)(F)C(O)=O.[CH3:30][O:31][C:32]1[N:33]=[C:34]2[C:39]([N:40]=1)=[C:38]([NH2:41])[NH:37][C:36]([O:42][C@@H:43]([CH3:46])[CH2:44][CH3:45])=[N:35]2.Br[CH2:48][CH2:49][CH2:50][CH2:51][CH2:52][Cl:53]. (3) Given the product [Br:46][C:47]1[CH:48]=[C:49]([C@H:53]([NH:55][C:38]([NH:20][C:19]2[CH:21]=[CH:22][C:16]([O:15][C:6]3[C:5]4[C:10](=[CH:11][C:12]([O:13][CH3:14])=[C:3]([O:2][CH3:1])[CH:4]=4)[N:9]=[CH:8][CH:7]=3)=[CH:17][C:18]=2[C:23]([F:25])([F:26])[F:24])=[O:44])[CH3:54])[CH:50]=[CH:51][CH:52]=1, predict the reactants needed to synthesize it. The reactants are: [CH3:1][O:2][C:3]1[CH:4]=[C:5]2[C:10](=[CH:11][C:12]=1[O:13][CH3:14])[N:9]=[CH:8][CH:7]=[C:6]2[O:15][C:16]1[CH:22]=[CH:21][C:19]([NH2:20])=[C:18]([C:23]([F:26])([F:25])[F:24])[CH:17]=1.C(N(CC)CC)C.ClC(Cl)(O[C:38](=[O:44])OC(Cl)(Cl)Cl)Cl.[Br:46][C:47]1[CH:48]=[C:49]([C@H:53]([NH2:55])[CH3:54])[CH:50]=[CH:51][CH:52]=1. (4) Given the product [Br-:7].[C:28]1([P+:21]([C:15]2[CH:16]=[CH:17][CH:18]=[CH:19][CH:20]=2)([C:22]2[CH:27]=[CH:26][CH:25]=[CH:24][CH:23]=2)[CH2:6][C:5]2[CH:8]=[CH:9][CH:10]=[CH:11][C:4]=2[O:3][C:2]([F:13])([F:12])[F:1])[CH:29]=[CH:30][CH:31]=[CH:32][CH:33]=1, predict the reactants needed to synthesize it. The reactants are: [F:1][C:2]([F:13])([F:12])[O:3][C:4]1[CH:11]=[CH:10][CH:9]=[CH:8][C:5]=1[CH2:6][Br:7].[Br-].[C:15]1([PH+:21]([C:28]2[CH:33]=[CH:32][CH:31]=[CH:30][CH:29]=2)[C:22]2[CH:27]=[CH:26][CH:25]=[CH:24][CH:23]=2)[CH:20]=[CH:19][CH:18]=[CH:17][CH:16]=1.